Dataset: Forward reaction prediction with 1.9M reactions from USPTO patents (1976-2016). Task: Predict the product of the given reaction. (1) Given the reactants [CH3:1][O:2][CH2:3][C@H:4]([CH3:22])[O:5][C:6]1[CH:7]=[C:8]([OH:21])[CH:9]=[C:10]([C:12]2[NH:20][C:15]3=[N:16][CH:17]=[CH:18][CH:19]=[C:14]3[CH:13]=2)[CH:11]=1.[N:23]1([C:27]([C:29]2[N:34]=[CH:33][C:32](Br)=[CH:31][N:30]=2)=[O:28])[CH2:26][CH2:25][CH2:24]1, predict the reaction product. The product is: [N:23]1([C:27]([C:29]2[N:30]=[CH:31][C:32]([O:21][C:8]3[CH:9]=[C:10]([C:12]4[NH:20][C:15]5=[N:16][CH:17]=[CH:18][CH:19]=[C:14]5[CH:13]=4)[CH:11]=[C:6]([O:5][C@@H:4]([CH3:22])[CH2:3][O:2][CH3:1])[CH:7]=3)=[CH:33][N:34]=2)=[O:28])[CH2:26][CH2:25][CH2:24]1. (2) Given the reactants C(OC(N[C@@H]([C@H]1CC[C@H](O)CC1)C(OC)=O)=O)(C)(C)C.[OH:21][C@H:22]1[CH2:27][CH2:26][C@H:25]([C@H:28]([NH:36]C(=O)OC(C)(C)C)[C:29](=[O:35])[N:30]2[CH2:34][CH2:33][S:32][CH2:31]2)[CH2:24][CH2:23]1, predict the reaction product. The product is: [NH2:36][C@@H:28]([C@H:25]1[CH2:26][CH2:27][C@H:22]([OH:21])[CH2:23][CH2:24]1)[C:29](=[O:35])[N:30]1[CH2:34][CH2:33][S:32][CH2:31]1. (3) Given the reactants [N:1]1[CH:6]=[CH:5][CH:4]=[CH:3][C:2]=1C(N=[N+]=[N-])=O.[CH:12]([C:15]1[CH:16]=[CH:17][C:18]([S:21]([NH:24][C:25]2[C:30]([O:31][C:32]3[CH:37]=[CH:36][CH:35]=[CH:34][C:33]=3[O:38][CH3:39])=[C:29]([O:40][CH2:41][C:42]#[C:43][CH2:44][OH:45])[N:28]=[C:27]([C:46]3[CH:51]=[CH:50][N:49]=[CH:48][CH:47]=3)[N:26]=2)(=[O:23])=[O:22])=[N:19][CH:20]=1)([CH3:14])[CH3:13].C[N:53]([CH:55]=[O:56])C, predict the reaction product. The product is: [CH:12]([C:15]1[CH:16]=[CH:17][C:18]([S:21]([NH:24][C:25]2[N:26]=[C:27]([C:46]3[CH:47]=[CH:48][N:49]=[CH:50][CH:51]=3)[N:28]=[C:29]([O:40][CH2:41][C:42]#[C:43][CH2:44][O:45][C:55](=[O:56])[NH:53][C:2]3[CH:3]=[CH:4][CH:5]=[CH:6][N:1]=3)[C:30]=2[O:31][C:32]2[CH:37]=[CH:36][CH:35]=[CH:34][C:33]=2[O:38][CH3:39])(=[O:22])=[O:23])=[N:19][CH:20]=1)([CH3:14])[CH3:13]. (4) Given the reactants [C:1]([O:5][C:6](=[O:19])[NH:7][CH:8]1[CH2:17][C:16]2[C:11](=[N:12][CH:13]=[CH:14][CH:15]=2)[NH:10][C:9]1=[O:18])([CH3:4])([CH3:3])[CH3:2].[CH2:20](I)[CH3:21], predict the reaction product. The product is: [C:1]([O:5][C:6](=[O:19])[NH:7][CH:8]1[CH2:17][C:16]2[C:11](=[N:12][CH:13]=[CH:14][CH:15]=2)[N:10]([CH2:20][CH3:21])[C:9]1=[O:18])([CH3:4])([CH3:2])[CH3:3]. (5) Given the reactants [CH2:1]([C:3]1[C:4]([C:13]([O:15][CH3:16])=[O:14])=[CH:5][N:6]2[C:11]=1[C:10](=O)[NH:9][CH:8]=[N:7]2)[CH3:2].C(N(C(C)C)CC)(C)C.P(Cl)(Cl)([Cl:28])=O, predict the reaction product. The product is: [Cl:28][C:10]1[C:11]2=[C:3]([CH2:1][CH3:2])[C:4]([C:13]([O:15][CH3:16])=[O:14])=[CH:5][N:6]2[N:7]=[CH:8][N:9]=1. (6) Given the reactants Br[C:2]1[C:7]([N:8]([CH2:23][O:24][CH3:25])[S:9]([C:12]2[CH:17]=[CH:16][C:15]([Cl:18])=[C:14]([C:19]([F:22])([F:21])[F:20])[CH:13]=2)(=[O:11])=[O:10])=[CH:6][C:5]([Cl:26])=[CH:4][N:3]=1.C([Mg]Cl)(C)C.CON(C)[C:35](=[O:47])[C:36]1[CH:41]=[CH:40][CH:39]=[CH:38][C:37]=1[C:42]1[O:43][CH:44]=[CH:45][N:46]=1, predict the reaction product. The product is: [Cl:18][C:15]1[CH:16]=[CH:17][C:12]([S:9]([N:8]([C:7]2[C:2]([C:35](=[O:47])[C:36]3[CH:41]=[CH:40][CH:39]=[CH:38][C:37]=3[C:42]3[O:43][CH:44]=[CH:45][N:46]=3)=[N:3][CH:4]=[C:5]([Cl:26])[CH:6]=2)[CH2:23][O:24][CH3:25])(=[O:11])=[O:10])=[CH:13][C:14]=1[C:19]([F:22])([F:21])[F:20]. (7) The product is: [C:74]([O:78][C:79]([N:81]1[CH2:87][CH2:86][CH2:85][N:84]([C:48]2[CH:49]=[C:50]3[C:55](=[CH:56][CH:57]=2)[N:54]=[C:53]([C:58]2[CH:63]=[CH:62][CH:61]=[C:60]([Cl:64])[CH:59]=2)[N:52]([CH2:65][C:66](=[O:67])[NH:68][C:69]([CH3:72])([CH3:71])[CH3:70])[C:51]3=[O:73])[CH2:83][CH2:82]1)=[O:80])([CH3:77])([CH3:75])[CH3:76]. Given the reactants C1(P(C2C=CC=CC=2)C2C=CC3C(=CC=CC=3)C=2C2C3C(=CC=CC=3)C=CC=2P(C2C=CC=CC=2)C2C=CC=CC=2)C=CC=CC=1.Br[C:48]1[CH:49]=[C:50]2[C:55](=[CH:56][CH:57]=1)[N:54]=[C:53]([C:58]1[CH:63]=[CH:62][CH:61]=[C:60]([Cl:64])[CH:59]=1)[N:52]([CH2:65][C:66]([NH:68][C:69]([CH3:72])([CH3:71])[CH3:70])=[O:67])[C:51]2=[O:73].[C:74]([O:78][C:79]([N:81]1[CH2:87][CH2:86][CH2:85][NH:84][CH2:83][CH2:82]1)=[O:80])([CH3:77])([CH3:76])[CH3:75].C(=O)([O-])[O-].[Cs+].[Cs+], predict the reaction product. (8) Given the reactants [CH2:1]([C@@H:4]1[CH2:9][C@H:8]([C:10]2[CH:15]=[CH:14][CH:13]=[C:12]([Cl:16])[CH:11]=2)[C@@H:7]([C:17]2[CH:22]=[CH:21][C:20]([Cl:23])=[CH:19][CH:18]=2)[NH:6][C:5]1=[O:24])[CH:2]=[CH2:3].[H-].[Na+].Br[CH2:28][CH:29]1[CH2:32][CH2:31][CH2:30]1, predict the reaction product. The product is: [CH2:1]([CH:4]1[CH2:9][C@H:8]([C:10]2[CH:15]=[CH:14][CH:13]=[C:12]([Cl:16])[CH:11]=2)[C@@H:7]([C:17]2[CH:22]=[CH:21][C:20]([Cl:23])=[CH:19][CH:18]=2)[N:6]([CH2:28][CH:29]2[CH2:32][CH2:31][CH2:30]2)[C:5]1=[O:24])[CH:2]=[CH2:3]. (9) Given the reactants [N:1]1([S:11]([C:14]2[N:15]=[N:16][CH:17]=[CH:18][CH:19]=2)(=[O:13])=[O:12])[C:10]2[CH:5]([CH2:6][CH:7]=[CH:8][CH:9]=2)[CH2:4][CH2:3][CH2:2]1.FS(C1N=N[C:27]([O:30]C)=CC=1)(=O)=O.N1C2C(=CC=CC=2)CCC1, predict the reaction product. The product is: [CH3:27][O:30][C:17]1[N:16]=[N:15][C:14]([S:11]([N:1]2[C:10]3[CH:5]([CH2:6][CH:7]=[CH:8][CH:9]=3)[CH2:4][CH2:3][CH2:2]2)(=[O:13])=[O:12])=[CH:19][CH:18]=1.